Task: Predict the reaction yield, written as a fraction of the theoretical maximum amount of product (1.0 means a 100% yield; for example, 0.34 means a 34% yield).. Dataset: Reaction yield outcomes from USPTO patents with 853,638 reactions (1) The catalyst is CN(C=O)C. The product is [CH3:23][O:24][C:25]1[CH:32]=[CH:31][C:28]([CH2:29][N:9]2[C:10]3[C:6](=[CH:5][C:4]([N+:1]([O-:3])=[O:2])=[CH:12][CH:11]=3)[C:7](=[O:13])[NH:8]2)=[CH:27][CH:26]=1. The reactants are [N+:1]([C:4]1[CH:5]=[C:6]2[C:10](=[CH:11][CH:12]=1)[NH:9][NH:8][C:7]2=[O:13])([O-:3])=[O:2].C(N(C(C)C)CC)(C)C.[CH3:23][O:24][C:25]1[CH:32]=[CH:31][C:28]([CH2:29]Cl)=[CH:27][CH:26]=1. The yield is 0.650. (2) The reactants are [CH3:1][C:2]1[O:6][C:5]([C:7]2[CH:12]=[CH:11][CH:10]=[CH:9][CH:8]=2)=[N:4][C:3]=1/[CH:13]=[CH:14]/[C:15]1[CH:20]=[CH:19][C:18]([CH2:21][OH:22])=[CH:17][CH:16]=1.O[C:24]1[CH:29]=[CH:28][CH:27]=[CH:26][C:25]=1[CH2:30][C:31]([O:33][CH3:34])=[O:32].C1(P(C2C=CC=CC=2)C2C=CC=CC=2)C=CC=CC=1.N(C(OCC)=O)=NC(OCC)=O. The catalyst is C1(C)C=CC=CC=1.C(OCC)(=O)C.O1CCCC1. The product is [CH3:1][C:2]1[O:6][C:5]([C:7]2[CH:8]=[CH:9][CH:10]=[CH:11][CH:12]=2)=[N:4][C:3]=1/[CH:13]=[CH:14]/[C:15]1[CH:16]=[CH:17][C:18]([CH2:21][O:22][C:24]2[CH:29]=[CH:28][CH:27]=[CH:26][C:25]=2[CH2:30][C:31]([O:33][CH3:34])=[O:32])=[CH:19][CH:20]=1. The yield is 0.660. (3) The reactants are Cl[C:2]1[NH:7][C:6]2[CH:8]=[C:9]([Cl:11])[S:10][C:5]=2[S:4](=[O:13])(=[O:12])[N:3]=1.[C:14]([NH2:23])([C:17]1[CH:22]=[CH:21][CH:20]=[CH:19][CH:18]=1)([CH3:16])[CH3:15]. The catalyst is C(O)C. The product is [Cl:11][C:9]1[S:10][C:5]2[S:4](=[O:13])(=[O:12])[N:3]=[C:2]([NH:23][C:14]([CH3:16])([C:17]3[CH:22]=[CH:21][CH:20]=[CH:19][CH:18]=3)[CH3:15])[NH:7][C:6]=2[CH:8]=1. The yield is 0.200.